This data is from Forward reaction prediction with 1.9M reactions from USPTO patents (1976-2016). The task is: Predict the product of the given reaction. (1) Given the reactants C(OC([NH:8][CH2:9][CH2:10][CH2:11][CH:12]([CH2:16][C:17]1[N:18]=[CH:19][N:20]2[C:29]3[C:24](=[CH:25][C:26]([O:30][CH2:31][CH3:32])=[CH:27][CH:28]=3)[CH2:23][CH2:22][C:21]=12)[C:13]([OH:15])=[O:14])=O)(C)(C)C.Cl, predict the reaction product. The product is: [NH2:8][CH2:9][CH2:10][CH2:11][CH:12]([CH2:16][C:17]1[N:18]=[CH:19][N:20]2[C:29]3[C:24](=[CH:25][C:26]([O:30][CH2:31][CH3:32])=[CH:27][CH:28]=3)[CH2:23][CH2:22][C:21]=12)[C:13]([OH:15])=[O:14]. (2) Given the reactants [C:1]([O:5][C:6]([NH:8][C:9]1([C:12]([NH:14][N:15]2[CH:19]=[CH:18][C:17]([Cl:20])=[C:16]2[C:21]([O:23]C)=O)=O)[CH2:11][CH2:10]1)=[O:7])([CH3:4])([CH3:3])[CH3:2].[NH3:25], predict the reaction product. The product is: [Cl:20][C:17]1[CH:18]=[CH:19][N:15]2[C:16]=1[C:21]([OH:23])=[N:25][C:12]([C:9]1([NH:8][C:6](=[O:7])[O:5][C:1]([CH3:2])([CH3:3])[CH3:4])[CH2:11][CH2:10]1)=[N:14]2. (3) Given the reactants [CH3:1][O:2][C:3]1[CH:8]=[CH:7][CH:6]=[CH:5][C:4]=1[C:9]1[CH:17]=[C:16]2[C:12]([CH2:13][C:14](=[O:18])[NH:15]2)=[CH:11][CH:10]=1.[N:19]1([CH2:24][CH2:25][O:26][C:27]2[CH:28]=[C:29]3[C:33](=[CH:34][CH:35]=2)[NH:32][C:31]([CH:36]=O)=[CH:30]3)[CH2:23][CH2:22][CH2:21][CH2:20]1, predict the reaction product. The product is: [CH3:1][O:2][C:3]1[CH:8]=[CH:7][CH:6]=[CH:5][C:4]=1[C:9]1[CH:17]=[C:16]2[C:12]([C:13](=[CH:36][C:31]3[NH:32][C:33]4[C:29]([CH:30]=3)=[CH:28][C:27]([O:26][CH2:25][CH2:24][N:19]3[CH2:23][CH2:22][CH2:21][CH2:20]3)=[CH:35][CH:34]=4)[C:14](=[O:18])[NH:15]2)=[CH:11][CH:10]=1. (4) Given the reactants [OH:1][C:2]1[C:7]([N+:8]([O-])=O)=[CH:6][CH:5]=[CH:4][N:3]=1.[CH:11]1([C:16](Cl)=[O:17])[CH2:15][CH2:14][CH2:13][CH2:12]1.CN1CCOCC1, predict the reaction product. The product is: [OH:1][C:2]1[C:7]([NH:8][C:16]([CH:11]2[CH2:15][CH2:14][CH2:13][CH2:12]2)=[O:17])=[CH:6][CH:5]=[CH:4][N:3]=1. (5) Given the reactants [C:1]([O:5][C:6]([N:8]1[CH2:13][CH2:12][C:11]2[C:14]([C:21]([F:24])([F:23])[F:22])=[N:15][N:16]([CH2:17][C:18]([OH:20])=O)[C:10]=2[CH2:9]1)=[O:7])([CH3:4])([CH3:3])[CH3:2].[Cl:25][C:26]1[CH:27]=[CH:28][C:29]([O:33][CH3:34])=[C:30]([NH2:32])[CH:31]=1.C1C=CC2N(O)N=NC=2C=1.C(N(CC)CC)C.CCN=C=NCCCN(C)C, predict the reaction product. The product is: [Cl:25][C:26]1[CH:27]=[CH:28][C:29]([O:33][CH3:34])=[C:30]([NH:32][C:18](=[O:20])[CH2:17][N:16]2[C:10]3[CH2:9][N:8]([C:6]([O:5][C:1]([CH3:3])([CH3:4])[CH3:2])=[O:7])[CH2:13][CH2:12][C:11]=3[C:14]([C:21]([F:23])([F:22])[F:24])=[N:15]2)[CH:31]=1. (6) Given the reactants [Cl:1][C:2]1[CH:10]=[CH:9][C:8]([C:11]2[N:12]([C:22]([O:24][C:25]([CH3:28])([CH3:27])[CH3:26])=[O:23])[C:13]3[C:18]([CH:19]=2)=[CH:17][C:16]([CH:20]=O)=[CH:15][CH:14]=3)=[C:7]2[C:3]=1[CH2:4][NH:5][C:6]2=[O:29].[NH:30]1[CH2:35][CH2:34][O:33][CH2:32][CH2:31]1.C(O)(=O)C.C(O[BH-](OC(=O)C)OC(=O)C)(=O)C.[Na+].Cl, predict the reaction product. The product is: [Cl:1][C:2]1[CH:10]=[CH:9][C:8]([C:11]2[N:12]([C:22]([O:24][C:25]([CH3:27])([CH3:26])[CH3:28])=[O:23])[C:13]3[C:18]([CH:19]=2)=[CH:17][C:16]([CH2:20][N:30]2[CH2:35][CH2:34][O:33][CH2:32][CH2:31]2)=[CH:15][CH:14]=3)=[C:7]2[C:3]=1[CH2:4][NH:5][C:6]2=[O:29].